From a dataset of Forward reaction prediction with 1.9M reactions from USPTO patents (1976-2016). Predict the product of the given reaction. Given the reactants [CH2:1]([N:8]1[C:12]([C:19]2[CH:24]=[CH:23][CH:22]=[CH:21][CH:20]=2)([C:13]2[CH:18]=[CH:17][CH:16]=[CH:15][CH:14]=2)[C:11](=[O:25])[N:10]([CH2:26][O:27]C2CCCCO2)[C:9]1=[O:34])[C:2]1[CH:7]=[CH:6][CH:5]=[CH:4][CH:3]=1, predict the reaction product. The product is: [CH2:1]([N:8]1[C:12]([C:13]2[CH:14]=[CH:15][CH:16]=[CH:17][CH:18]=2)([C:19]2[CH:24]=[CH:23][CH:22]=[CH:21][CH:20]=2)[C:11](=[O:25])[N:10]([CH2:26][OH:27])[C:9]1=[O:34])[C:2]1[CH:3]=[CH:4][CH:5]=[CH:6][CH:7]=1.